From a dataset of Reaction yield outcomes from USPTO patents with 853,638 reactions. Predict the reaction yield, written as a fraction of the theoretical maximum amount of product (1.0 means a 100% yield; for example, 0.34 means a 34% yield). (1) The reactants are I[C:2]1[C:7]([NH2:8])=[CH:6][CH:5]=[CH:4][N:3]=1.[C:9](=O)([O-])[O-].[Cs+].[Cs+].[C:15]([O:20][CH3:21])(=[O:19])[C:16](C)=[CH2:17].[H-].[Na+].Br[CH:25]([C:27]1[CH:32]=[CH:31][CH:30]=[CH:29][CH:28]=1)[CH3:26]. The catalyst is CN(C)C=O. The product is [CH3:9][C:17]1[N:8]([CH:25]([C:27]2[CH:32]=[CH:31][CH:30]=[CH:29][CH:28]=2)[CH3:26])[C:7]2[C:2](=[N:3][CH:4]=[CH:5][CH:6]=2)[C:16]=1[C:15]([O:20][CH3:21])=[O:19]. The yield is 0.120. (2) The reactants are [NH2:1][C:2]1[N:7]=[CH:6][N:5]=[C:4]2[N:8]([CH2:25][C@H:26]3[CH2:30][CH2:29][CH2:28][N:27]3[C:31](=[O:35])[CH2:32][C:33]#[N:34])[N:9]=[C:10]([C:11]3[CH:16]=[CH:15][C:14]([O:17][C:18]4[CH:23]=[CH:22][CH:21]=[CH:20][CH:19]=4)=[CH:13][C:12]=3[F:24])[C:3]=12.N1CCCCC1.[CH3:42][C:43]([N:47]1[CH2:52][CH2:51][CH2:50][CH2:49][CH2:48]1)([CH3:46])[CH:44]=O. The catalyst is C(O)C. The product is [NH2:1][C:2]1[N:7]=[CH:6][N:5]=[C:4]2[N:8]([CH2:25][C@H:26]3[CH2:30][CH2:29][CH2:28][N:27]3[C:31]([C:32](=[CH:42][C:43]([CH3:46])([N:47]3[CH2:52][CH2:51][CH2:50][CH2:49][CH2:48]3)[CH3:44])[C:33]#[N:34])=[O:35])[N:9]=[C:10]([C:11]3[CH:16]=[CH:15][C:14]([O:17][C:18]4[CH:19]=[CH:20][CH:21]=[CH:22][CH:23]=4)=[CH:13][C:12]=3[F:24])[C:3]=12. The yield is 0.0800. (3) The reactants are [CH2:1]([C:3]1[C:7]([CH2:8][CH2:9][OH:10])=[C:6]([CH2:11][CH3:12])[NH:5][N:4]=1)[CH3:2].[CH3:13][S:14](Cl)(=[O:16])=[O:15].C(N(CC)CC)C. The catalyst is C(Cl)Cl. The product is [CH2:11]([C:6]1[C:7]([CH2:8][CH2:9][O:10][S:14]([CH3:13])(=[O:16])=[O:15])=[C:3]([CH2:1][CH3:2])[N:4]([S:14]([CH3:13])(=[O:16])=[O:15])[N:5]=1)[CH3:12]. The yield is 0.410. (4) The yield is 0.820. The product is [NH2:13][CH:8]1[N:7]=[C:6]([CH3:24])[C:5]2[CH:25]=[CH:26][C:2]([Br:1])=[CH:3][C:4]=2[N:10]([CH3:11])[C:9]1=[O:12]. The reactants are [Br:1][C:2]1[CH:26]=[CH:25][C:5]2[C:6]([CH3:24])=[N:7][CH:8]([NH:13]C(=O)OCC3C=CC=CC=3)[C:9](=[O:12])[N:10]([CH3:11])[C:4]=2[CH:3]=1.CS(O)(=O)=O.[OH-].[NH4+]. The catalyst is C1(OC)C=CC=CC=1. (5) The reactants are [CH2:1]([OH:8])[C:2]1[CH:7]=[CH:6][CH:5]=[CH:4][CH:3]=1.[H-].[Na+].Cl[C:12]1[C:17]([C:18]([N:20]([CH3:27])[C:21]2[CH:26]=[CH:25][CH:24]=[CH:23][CH:22]=2)=[O:19])=[CH:16][N:15]=[C:14]2[N:28]([C:32]3[CH:37]=[CH:36][CH:35]=[CH:34][N:33]=3)[N:29]=[C:30]([CH3:31])[C:13]=12. The catalyst is CN(C)C=O. The product is [CH2:1]([O:8][C:12]1[C:17]([C:18]([N:20]([CH3:27])[C:21]2[CH:22]=[CH:23][CH:24]=[CH:25][CH:26]=2)=[O:19])=[CH:16][N:15]=[C:14]2[N:28]([C:32]3[CH:37]=[CH:36][CH:35]=[CH:34][N:33]=3)[N:29]=[C:30]([CH3:31])[C:13]=12)[C:2]1[CH:7]=[CH:6][CH:5]=[CH:4][CH:3]=1. The yield is 0.800. (6) The reactants are [NH2:1][C:2]1[CH:3]=[C:4]([OH:12])[C:5](=[CH:10][CH:11]=1)[C:6]([O:8][CH3:9])=[O:7].[C:13]1([S:19](Cl)(=[O:21])=[O:20])[CH:18]=[CH:17][CH:16]=[CH:15][CH:14]=1. No catalyst specified. The product is [OH:12][C:4]1[CH:3]=[C:2]([NH:1][S:19]([C:13]2[CH:18]=[CH:17][CH:16]=[C:15]([S:19]([CH3:13])(=[O:21])=[O:20])[CH:14]=2)(=[O:21])=[O:20])[CH:11]=[CH:10][C:5]=1[C:6]([O:8][CH3:9])=[O:7]. The yield is 0.620. (7) The reactants are [CH2:1]([N:8]([CH2:42][CH:43]([O:47][CH2:48][CH3:49])[O:44][CH2:45][CH3:46])[C:9](=[O:41])[C@@H:10]([NH:23]C(=O)OCC1C2C=CC=CC=2C2C1=CC=CC=2)[CH2:11][C:12]1[CH:17]=[CH:16][C:15]([O:18][C:19]([CH3:22])([CH3:21])[CH3:20])=[CH:14][CH:13]=1)[C:2]1[CH:7]=[CH:6][CH:5]=[CH:4][CH:3]=1.N1CCCCC1. No catalyst specified. The product is [NH2:23][C@@H:10]([CH2:11][C:12]1[CH:13]=[CH:14][C:15]([O:18][C:19]([CH3:21])([CH3:20])[CH3:22])=[CH:16][CH:17]=1)[C:9]([N:8]([CH2:1][C:2]1[CH:3]=[CH:4][CH:5]=[CH:6][CH:7]=1)[CH2:42][CH:43]([O:47][CH2:48][CH3:49])[O:44][CH2:45][CH3:46])=[O:41]. The yield is 1.06.